This data is from CYP2C19 inhibition data for predicting drug metabolism from PubChem BioAssay. The task is: Regression/Classification. Given a drug SMILES string, predict its absorption, distribution, metabolism, or excretion properties. Task type varies by dataset: regression for continuous measurements (e.g., permeability, clearance, half-life) or binary classification for categorical outcomes (e.g., BBB penetration, CYP inhibition). Dataset: cyp2c19_veith. (1) The drug is COCCn1c(=O)c(C)nc2cnc(N3CCN(C)CC3)nc21. The result is 0 (non-inhibitor). (2) The molecule is O=C(CCOc1ccccc1)Nc1ccccc1. The result is 1 (inhibitor). (3) The molecule is CCN1C(=O)[C@@H]2[C@@H](CC[C@@H]3C(=O)C=C[C@@H](O)[C@H]32)C1=O. The result is 0 (non-inhibitor). (4) The drug is CCCSc1nc(C)cc(C)c1C(N)=O. The result is 0 (non-inhibitor). (5) The compound is CC(=O)N[C@@H](c1ccccc1)[C@]1(C)C[C@H]1[C@@H](C)C(=O)Nc1ccc2ccccc2c1. The result is 1 (inhibitor). (6) The molecule is COc1ccccc1-c1nc(NCCN2CCOCC2)c2ccccc2n1. The result is 0 (non-inhibitor). (7) The drug is Cc1cc(NC(=O)CN2C(=O)NC(C)(c3ccc(OC(F)F)cc3)C2=O)no1. The result is 0 (non-inhibitor). (8) The molecule is CC(C)n1nnnc1-c1cc(Cl)cc(Cl)c1. The result is 1 (inhibitor). (9) The drug is COC(=O)[C@@]1(Cc2ccc(OC)cc2)[C@H]2c3cc(C(=O)N(C)C)n(CCc4ccc(OC)c(Br)c4)c3C[C@H]2CN1C(=O)c1ccccc1. The result is 1 (inhibitor).